The task is: Predict the product of the given reaction.. This data is from Forward reaction prediction with 1.9M reactions from USPTO patents (1976-2016). (1) Given the reactants [C:1]1([N:7]2[C:11]([C:12]3[CH:17]=[CH:16][C:15]([CH3:18])=[CH:14][CH:13]=3)=[CH:10][C:9]([CH2:19][CH2:20][CH:21]=O)=[N:8]2)[CH:6]=[CH:5][CH:4]=[CH:3][CH:2]=1.[Cl:23][C:24]1[CH:25]=[C:26]([N:31]2[CH2:36][CH2:35][NH:34][CH2:33][CH2:32]2)[CH:27]=[CH:28][C:29]=1[Cl:30].CCN(C(C)C)C(C)C.[BH-](OC(C)=O)(OC(C)=O)OC(C)=O.[Na+], predict the reaction product. The product is: [Cl:23][C:24]1[CH:25]=[C:26]([N:31]2[CH2:36][CH2:35][N:34]([CH2:21][CH2:20][CH2:19][C:9]3[CH:10]=[C:11]([C:12]4[CH:17]=[CH:16][C:15]([CH3:18])=[CH:14][CH:13]=4)[N:7]([C:1]4[CH:6]=[CH:5][CH:4]=[CH:3][CH:2]=4)[N:8]=3)[CH2:33][CH2:32]2)[CH:27]=[CH:28][C:29]=1[Cl:30]. (2) Given the reactants [NH2:1][C:2]1[CH:16]=[CH:15][CH:14]=[CH:13][C:3]=1[NH:4][C:5]1[S:6][C:7]([CH3:12])=[CH:8][C:9]=1[C:10]#[N:11].ClCCl.O.[CH3:21][N:22]1[CH2:27][CH2:26]N[CH2:24][CH2:23]1, predict the reaction product. The product is: [CH3:12][C:7]1[S:6][C:5]2[NH:4][C:3]3[CH:13]=[CH:14][CH:15]=[CH:16][C:2]=3[N:1]=[C:10]([N:11]3[CH2:26][CH2:27][N:22]([CH3:21])[CH2:23][CH2:24]3)[C:9]=2[CH:8]=1. (3) Given the reactants C(OC(=O)[NH:7][CH2:8][CH2:9][CH2:10][C:11](=[O:21])[NH:12][CH2:13][CH2:14][CH2:15][C:16](=[O:20])[NH:17][CH2:18][CH3:19])(C)(C)C.[C:23]([NH:30][CH2:31][CH2:32][CH2:33][C:34]([OH:36])=O)([O:25][C:26]([CH3:29])([CH3:28])[CH3:27])=[O:24], predict the reaction product. The product is: [C:26]([O:25][C:23](=[O:24])[NH:30][CH2:31][CH2:32][CH2:33][C:34](=[O:36])[NH:7][CH2:8][CH2:9][CH2:10][C:11](=[O:21])[NH:12][CH2:13][CH2:14][CH2:15][C:16](=[O:20])[NH:17][CH2:18][CH3:19])([CH3:27])([CH3:28])[CH3:29]. (4) Given the reactants [Cl:1][C:2]1[CH:7]=[CH:6][C:5]([C:8]2([OH:28])[C:16]3[C:11](=[CH:12][CH:13]=[CH:14][CH:15]=3)[C:10](=[O:17])[N:9]2[CH2:18][C:19]2[CH:24]=[CH:23][C:22]([N+:25]([O-:27])=[O:26])=[CH:21][CH:20]=2)=[CH:4][CH:3]=1.[C:29]1([CH2:37]O)[CH:34]=[CH:33][CH:32]=[C:31]([CH2:35][OH:36])[CH:30]=1, predict the reaction product. The product is: [Cl:1][C:2]1[CH:7]=[CH:6][C:5]([C:8]2([O:28][CH2:37][C:29]3[CH:34]=[CH:33][CH:32]=[C:31]([CH2:35][OH:36])[CH:30]=3)[C:16]3[C:11](=[CH:12][CH:13]=[CH:14][CH:15]=3)[C:10](=[O:17])[N:9]2[CH2:18][C:19]2[CH:24]=[CH:23][C:22]([N+:25]([O-:27])=[O:26])=[CH:21][CH:20]=2)=[CH:4][CH:3]=1.